Task: Binary Classification. Given a miRNA mature sequence and a target amino acid sequence, predict their likelihood of interaction.. Dataset: Experimentally validated miRNA-target interactions with 360,000+ pairs, plus equal number of negative samples (1) The miRNA is mmu-miR-140-5p with sequence CAGUGGUUUUACCCUAUGGUAG. The protein sequence of the target gene is MPRPGHPRPASGPPRLGPWERPTELCLETYDKPPQPPPSRRTRRPDPKDPGHHGPESITFISGSAEPALESPTCCLLWRPWVWEWCRAAFCFRRCRDCLQRCGACVRGCSPCLSTEDSTEGTAEANWAKEHNGVPPSPDRAPPSRRDGQRLKSTMGSSFSYPDVKLKGIPVYPYPRATSPAPDADSCCKEPLADPPPMRHSLPSTFASSPRGSEEYYSFHESDLDLPEMGSGSMSSREIDVLIFKKLTELFSVHQIDELAKCTSDTVFLEKTSKISDLISSITQDYHLDEQDAEGRLVRG.... Result: 0 (no interaction). (2) The miRNA is hsa-miR-4252 with sequence GGCCACUGAGUCAGCACCA. The protein sequence of the target gene is MAEGDAGSDQRQNEEIEAMAAIYGEEWCVIDDCAKIFCIRISDDIDDPKWTLCLQVMLPNEYPGTAPPIYQLNAPWLKGQERADLSNSLEEIYIQNIGESILYLWVEKIRDVLIQKSQMTEPGPDVKKKTEEEDVECEDDLILACQPESSLKALDFDISETRTEVEVEELPPIDHGIPITDRRSTFQAHLAPVVCPKQVKMVLSKLYENKKIASATHNIYAYRIYCEDKQTFLQDCEDDGETAAGGRLLHLMEILNVKNVMVVVSRWYGGILLGPDRFKHINNCARNILVEKNYTNSPEE.... Result: 1 (interaction). (3) The miRNA is mmu-miR-5114 with sequence ACUGGAGACGGAAGCUGCAAGA. The protein sequence of the target gene is MLSSNDQKLEKLDSFYRPPVSKQRTSAEIISEARNALRTVRTQRPFTPREDQRKLFGPASSRSPENRPPSSFSLHASSFELSDSKPISGTRLRPLELKPKAPASPGTEDACLSFPKAPLDPAKIRKISGARARFYRAASQGMLLPDRSPPAAHSKTVDESSKPVSVGSSTARRNGTHLTASSATGQLKSPPLLTCDQGFQETTEQEVSLLSQLRRGGDPGKRRARASSCPSSSDLSRKETRAASRASSQEQETDTEVDEVFWKARIVPILHELENEEDIEEMCAACTQLHRTLEEARMLG.... Result: 1 (interaction).